This data is from Peptide-MHC class I binding affinity with 185,985 pairs from IEDB/IMGT. The task is: Regression. Given a peptide amino acid sequence and an MHC pseudo amino acid sequence, predict their binding affinity value. This is MHC class I binding data. (1) The peptide sequence is SKPAADFNF. The MHC is H-2-Ld with pseudo-sequence H-2-Ld. The binding affinity (normalized) is 0.330. (2) The peptide sequence is TVLDVGDAY. The MHC is HLA-A68:01 with pseudo-sequence HLA-A68:01. The binding affinity (normalized) is 0.265. (3) The binding affinity (normalized) is 0.0847. The MHC is HLA-B40:01 with pseudo-sequence HLA-B40:01. The peptide sequence is MLRKKQITV. (4) The peptide sequence is VFFKQWFEK. The MHC is HLA-A26:01 with pseudo-sequence HLA-A26:01. The binding affinity (normalized) is 0.0847. (5) The peptide sequence is LLDSYFVVK. The MHC is HLA-A31:01 with pseudo-sequence HLA-A31:01. The binding affinity (normalized) is 0.339. (6) The peptide sequence is DEVEFLGHY. The MHC is HLA-B45:06 with pseudo-sequence HLA-B45:06. The binding affinity (normalized) is 0.213. (7) The peptide sequence is KLKNKHEAMI. The MHC is HLA-A02:01 with pseudo-sequence HLA-A02:01. The binding affinity (normalized) is 0.232. (8) The peptide sequence is TPNNFSSIV. The MHC is HLA-B51:01 with pseudo-sequence HLA-B51:01. The binding affinity (normalized) is 0.341. (9) The peptide sequence is TAPSSPPPYE. The MHC is H-2-Db with pseudo-sequence H-2-Db. The binding affinity (normalized) is 0.